From a dataset of Full USPTO retrosynthesis dataset with 1.9M reactions from patents (1976-2016). Predict the reactants needed to synthesize the given product. (1) Given the product [CH2:26]([O:28][C:29](=[O:49])[CH2:30][C:31]1([C:34]2[CH:39]=[CH:38][C:37]([C:2]3[CH:7]=[CH:6][C:5]([C:8]4[O:12][N:11]=[C:10]([CH3:13])[C:9]=4[NH:14][CH:15]([CH3:25])[CH2:16][CH2:17][C:18]4[CH:23]=[CH:22][CH:21]=[CH:20][C:19]=4[Cl:24])=[CH:4][CH:3]=3)=[CH:36][CH:35]=2)[CH2:33][CH2:32]1)[CH3:27], predict the reactants needed to synthesize it. The reactants are: Br[C:2]1[CH:7]=[CH:6][C:5]([C:8]2[O:12][N:11]=[C:10]([CH3:13])[C:9]=2[NH:14][CH:15]([CH3:25])[CH2:16][CH2:17][C:18]2[CH:23]=[CH:22][CH:21]=[CH:20][C:19]=2[Cl:24])=[CH:4][CH:3]=1.[CH2:26]([O:28][C:29](=[O:49])[CH2:30][C:31]1([C:34]2[CH:39]=[CH:38][C:37](B3OC(C)(C)C(C)(C)O3)=[CH:36][CH:35]=2)[CH2:33][CH2:32]1)[CH3:27]. (2) Given the product [NH2:29][C:8]1[N:7]=[C:6]([O:5][CH2:1][CH2:2][CH2:3][CH3:4])[N:14]=[C:13]2[C:9]=1[NH:10][C:11](=[O:27])[N:12]2[CH2:15][CH2:16][CH2:17][CH2:18][N:19]([CH2:30][C:32]1[CH:33]=[C:34]([CH2:38][C:39]([O:41][CH3:42])=[O:40])[CH:35]=[CH:36][CH:37]=1)[CH:20]1[CH2:25][CH2:24][N:23]([CH3:26])[CH2:22][CH2:21]1, predict the reactants needed to synthesize it. The reactants are: [CH2:1]([O:5][C:6]1[N:14]=[C:13]2[C:9]([N:10]=[C:11]([O:27]C)[N:12]2[CH2:15][CH2:16][CH2:17][CH2:18][NH:19][CH:20]2[CH2:25][CH2:24][N:23]([CH3:26])[CH2:22][CH2:21]2)=[C:8]([NH2:29])[N:7]=1)[CH2:2][CH2:3][CH3:4].[CH:30]([C:32]1[CH:33]=[C:34]([CH2:38][C:39]([O:41][CH3:42])=[O:40])[CH:35]=[CH:36][CH:37]=1)=O.C(O[BH-](OC(=O)C)OC(=O)C)(=O)C.[Na+]. (3) Given the product [CH2:1]([O:8][C:9]([N:11]1[CH2:15][CH2:14][CH:13]([CH:16]([NH2:22])[C:17]2[O:18][CH:19]=[CH:20][N:21]=2)[CH2:12]1)=[O:10])[C:2]1[CH:7]=[CH:6][CH:5]=[CH:4][CH:3]=1, predict the reactants needed to synthesize it. The reactants are: [CH2:1]([O:8][C:9]([N:11]1[CH2:15][CH2:14][CH:13]([CH:16]([N:22]=[N+]=[N-])[C:17]2[O:18][CH:19]=[CH:20][N:21]=2)[CH2:12]1)=[O:10])[C:2]1[CH:7]=[CH:6][CH:5]=[CH:4][CH:3]=1.C1(P(C2C=CC=CC=2)C2C=CC=CC=2)C=CC=CC=1.O. (4) Given the product [Cl:29][C:26]1[CH:27]=[CH:28][C:23]([C:20]2[CH:21]=[CH:22][C:17]([C:16]#[C:15][C:12]3[CH:13]=[CH:14][C:9]([O:8][CH2:7][CH2:6][N:31]4[CH2:35][CH:34]=[CH:33][CH2:32]4)=[C:10]([CH3:30])[CH:11]=3)=[N:18][CH:19]=2)=[CH:24][CH:25]=1, predict the reactants needed to synthesize it. The reactants are: CS(O[CH2:6][CH2:7][O:8][C:9]1[CH:14]=[CH:13][C:12]([C:15]#[C:16][C:17]2[CH:22]=[CH:21][C:20]([C:23]3[CH:28]=[CH:27][C:26]([Cl:29])=[CH:25][CH:24]=3)=[CH:19][N:18]=2)=[CH:11][C:10]=1[CH3:30])(=O)=O.[NH:31]1[CH2:35][CH:34]=[CH:33][CH2:32]1.